From a dataset of Reaction yield outcomes from USPTO patents with 853,638 reactions. Predict the reaction yield, written as a fraction of the theoretical maximum amount of product (1.0 means a 100% yield; for example, 0.34 means a 34% yield). (1) The reactants are P([O-])([O-])([O-])=O.[K+].[K+].[K+].COC(C)(C)C.[NH2:15][CH:16]([C:23]1[CH:28]=[CH:27][C:26]([O:29][CH3:30])=[CH:25][CH:24]=1)[CH2:17][C:18]([O:20]CC)=[O:19]. The catalyst is CC(C)=O. The product is [NH2:15][CH:16]([C:23]1[CH:24]=[CH:25][C:26]([O:29][CH3:30])=[CH:27][CH:28]=1)[CH2:17][C:18]([OH:20])=[O:19]. The yield is 0.430. (2) The reactants are C([Li])CCC.[Br-].[F:7][C:8]1[CH:33]=[C:32]([F:34])[CH:31]=[CH:30][C:9]=1[CH2:10][P+](C1C=CC=CC=1)(C1C=CC=CC=1)C1C=CC=CC=1.[F:35][C:36]1[CH:41]=[CH:40][C:39]([S:42]([C:45]2[CH:52]=[CH:51][C:48]([CH:49]=O)=[CH:47][CH:46]=2)(=[O:44])=[O:43])=[CH:38][CH:37]=1.FC1C=CC(S)=CC=1. The catalyst is O1CCCC1.C(OCC)(=O)C.O. The product is [F:7][C:8]1[CH:33]=[C:32]([F:34])[CH:31]=[CH:30][C:9]=1/[CH:10]=[CH:49]/[C:48]1[CH:47]=[CH:46][C:45]([S:42]([C:39]2[CH:40]=[CH:41][C:36]([F:35])=[CH:37][CH:38]=2)(=[O:44])=[O:43])=[CH:52][CH:51]=1. The yield is 0.220.